Task: Predict which catalyst facilitates the given reaction.. Dataset: Catalyst prediction with 721,799 reactions and 888 catalyst types from USPTO (1) Reactant: C([O:4][C@H:5]1[C@H:10]([C:11]2[CH:16]=[CH:15][C:14]([Cl:17])=[C:13]([CH2:18][C:19]3[CH:24]=[CH:23][C:22]([CH2:25][CH3:26])=[CH:21][CH:20]=3)[CH:12]=2)[C@@H:9]([O:27]C(=O)C)[C@H:8]([CH2:31][O:32]C(=O)C)[C@@H:7]([O:36]C(=O)C)[C@@H:6]1[O:40]C(=O)C)(=O)C.[OH-].[Na+].Cl. Product: [Cl:17][C:14]1[CH:15]=[CH:16][C:11]([C@@H:10]2[C@@H:9]([OH:27])[C@H:8]([CH2:31][OH:32])[C@@H:7]([OH:36])[C@H:6]([OH:40])[C@H:5]2[OH:4])=[CH:12][C:13]=1[CH2:18][C:19]1[CH:20]=[CH:21][C:22]([CH2:25][CH3:26])=[CH:23][CH:24]=1. The catalyst class is: 5. (2) Reactant: C1(P(C2CCCCC2)C2CCCCC2)CCCCC1.Br[C:21]1[CH:22]=[C:23]2[C:27](=[CH:28][CH:29]=1)[N:26]([C:30]1[CH:35]=[CH:34][C:33]([O:36][CH:37]3[CH2:41][CH2:40][CH2:39][CH2:38]3)=[CH:32][CH:31]=1)[C:25]([C:42]#[N:43])=[CH:24]2.CC([O-])=O.[K+].[B:49]1([B:49]2[O:53][C:52]([CH3:55])([CH3:54])[C:51]([CH3:57])([CH3:56])[O:50]2)[O:53][C:52]([CH3:55])([CH3:54])[C:51]([CH3:57])([CH3:56])[O:50]1. Product: [CH:37]1([O:36][C:33]2[CH:32]=[CH:31][C:30]([N:26]3[C:27]4[C:23](=[CH:22][C:21]([B:49]5[O:53][C:52]([CH3:55])([CH3:54])[C:51]([CH3:57])([CH3:56])[O:50]5)=[CH:29][CH:28]=4)[CH:24]=[C:25]3[C:42]#[N:43])=[CH:35][CH:34]=2)[CH2:41][CH2:40][CH2:39][CH2:38]1. The catalyst class is: 62.